This data is from Full USPTO retrosynthesis dataset with 1.9M reactions from patents (1976-2016). The task is: Predict the reactants needed to synthesize the given product. Given the product [Cl:1][C:2]1[CH:7]=[C:6]([O:8][C:9]2[C:18]3[C:13](=[CH:14][C:15]([O:21][CH2:55][CH2:54][CH2:53][N:47]4[CH2:52][CH2:51][CH2:50][CH2:49][CH2:48]4)=[C:16]([O:19][CH3:20])[CH:17]=3)[N:12]=[CH:11][N:10]=2)[CH:5]=[CH:4][C:3]=1[NH:22][C:23]([NH:25][CH2:26][CH3:27])=[O:24], predict the reactants needed to synthesize it. The reactants are: [Cl:1][C:2]1[CH:7]=[C:6]([O:8][C:9]2[C:18]3[C:13](=[CH:14][C:15]([OH:21])=[C:16]([O:19][CH3:20])[CH:17]=3)[N:12]=[CH:11][N:10]=2)[CH:5]=[CH:4][C:3]=1[NH:22][C:23]([NH:25][CH2:26][CH3:27])=[O:24].C1(P(C2C=CC=CC=2)C2C=CC=CC=2)C=CC=CC=1.[N:47]1([CH:53](O)[CH2:54][CH3:55])[CH2:52][CH2:51][CH2:50][CH2:49][CH2:48]1.N(C(OCC)=O)=NC(OCC)=O.